Dataset: Reaction yield outcomes from USPTO patents with 853,638 reactions. Task: Predict the reaction yield, written as a fraction of the theoretical maximum amount of product (1.0 means a 100% yield; for example, 0.34 means a 34% yield). (1) The reactants are [Br:1][C:2]1[C:3]([F:23])=[C:4]([N:8]2[CH:13]=[C:12]([O:14][CH3:15])[C:11](=[O:16])[C:10]([C:17](N(OC)C)=[O:18])=[N:9]2)[CH:5]=[CH:6][CH:7]=1.[CH3:24][Mg+].[Br-]. The catalyst is C1COCC1. The product is [C:17]([C:10]1[C:11](=[O:16])[C:12]([O:14][CH3:15])=[CH:13][N:8]([C:4]2[CH:5]=[CH:6][CH:7]=[C:2]([Br:1])[C:3]=2[F:23])[N:9]=1)(=[O:18])[CH3:24]. The yield is 0.930. (2) The reactants are [C:9](O[C:9]([O:11][C:12]([CH3:15])([CH3:14])[CH3:13])=[O:10])([O:11][C:12]([CH3:15])([CH3:14])[CH3:13])=[O:10].[N:16]1(C(OC)=O)[C:24]2[C:19](=[CH:20][CH:21]=[C:22]([C:25]([O-:27])=[O:26])[CH:23]=2)[CH:18]=[CH:17]1.[C:32](#N)C. The catalyst is CN(C)C1C=CN=CC=1. The product is [N:16]1([C:9]([O:11][C:12]([CH3:13])([CH3:14])[CH3:15])=[O:10])[C:24]2[C:19](=[CH:20][CH:21]=[C:22]([C:25]([O:27][CH3:32])=[O:26])[CH:23]=2)[CH:18]=[CH:17]1. The yield is 0.950. (3) The reactants are [CH:1]1([CH2:6][C@H:7]([CH2:11][N:12]([CH:21]=[O:22])[O:13][CH2:14][C:15]2[CH:20]=[CH:19][CH:18]=[CH:17][CH:16]=2)[C:8]([OH:10])=O)[CH2:5][CH2:4][CH2:3][CH2:2]1.[CH3:23][C@H:24]1[N:29]([CH3:30])[CH2:28][CH2:27][N:26]([C:31]2[C:36]([F:37])=[C:35]([NH:38][NH2:39])[N:34]=[C:33]([CH3:40])[N:32]=2)[CH2:25]1.CN1CCOCC1.C1C=NC2N(O)N=NC=2C=1.C(Cl)CCl. The catalyst is CN(C=O)C. The product is [CH:1]1([CH2:6][C@@H:7]([C:8]([NH:39][NH:38][C:35]2[C:36]([F:37])=[C:31]([N:26]3[CH2:27][CH2:28][N:29]([CH3:30])[C@H:24]([CH3:23])[CH2:25]3)[N:32]=[C:33]([CH3:40])[N:34]=2)=[O:10])[CH2:11][N:12]([O:13][CH2:14][C:15]2[CH:20]=[CH:19][CH:18]=[CH:17][CH:16]=2)[CH:21]=[O:22])[CH2:2][CH2:3][CH2:4][CH2:5]1. The yield is 0.490. (4) The reactants are [CH:1]1([NH2:7])[CH2:6][CH2:5][CH2:4][CH2:3][CH2:2]1.[C:8]([O:12][C:13](=[O:28])[CH2:14][C@@H:15]([CH2:19][CH2:20][CH2:21][C:22]1[CH:27]=[CH:26][CH:25]=[CH:24][CH:23]=1)[C:16]([OH:18])=[O:17])([CH3:11])([CH3:10])[CH3:9].C(OCC)(=O)C.C(O)(=O)CC(CC(O)=O)(C(O)=O)O.C1(N)CCCCC1. The yield is 0.710. The product is [CH:1]1([NH2:7])[CH2:6][CH2:5][CH2:4][CH2:3][CH2:2]1.[C:8]([O:12][C:13](=[O:28])[CH2:14][C@@H:15]([CH2:19][CH2:20][CH2:21][CH:22]1[CH2:23][CH2:24][CH2:25][CH2:26][CH2:27]1)[C:16]([OH:18])=[O:17])([CH3:11])([CH3:9])[CH3:10]. The catalyst is CO. (5) The reactants are [CH2:1]([N:3]1[C:7]2=[N:8][C:9]([CH2:32][CH3:33])=[C:10]([CH2:19][NH:20][C:21]([C:23]3[N:28]=[C:27]([C:29](O)=[O:30])[CH:26]=[CH:25][CH:24]=3)=[O:22])[C:11]([NH:12][CH:13]3[CH2:18][CH2:17][O:16][CH2:15][CH2:14]3)=[C:6]2[CH:5]=[N:4]1)[CH3:2].C(N(CC)CC)C.CN(C(ON1N=NC2C=CC=CC1=2)=[N+](C)C)C.[B-](F)(F)(F)F.Cl.[Br:64][C:65]1[CH:66]=[C:67]([CH2:73][NH2:74])[CH:68]=[CH:69][C:70]=1[O:71][CH3:72]. The catalyst is ClCCl. The product is [Br:64][C:65]1[CH:66]=[C:67]([CH2:73][NH:74][C:29]([C:27]2[CH:26]=[CH:25][CH:24]=[C:23]([C:21]([NH:20][CH2:19][C:10]3[C:11]([NH:12][CH:13]4[CH2:14][CH2:15][O:16][CH2:17][CH2:18]4)=[C:6]4[CH:5]=[N:4][N:3]([CH2:1][CH3:2])[C:7]4=[N:8][C:9]=3[CH2:32][CH3:33])=[O:22])[N:28]=2)=[O:30])[CH:68]=[CH:69][C:70]=1[O:71][CH3:72]. The yield is 1.21.